Dataset: Full USPTO retrosynthesis dataset with 1.9M reactions from patents (1976-2016). Task: Predict the reactants needed to synthesize the given product. (1) Given the product [Cl:1][C:2]1[CH:3]=[C:4]([C:13]([OH:15])=[O:14])[S:5][C:6]=1[C:7]1[N:11]([CH3:12])[N:10]=[CH:9][C:8]=1[Cl:16], predict the reactants needed to synthesize it. The reactants are: [Cl:1][C:2]1[CH:3]=[C:4]([C:13]([OH:15])=[O:14])[S:5][C:6]=1[C:7]1[N:11]([CH3:12])[N:10]=[CH:9][CH:8]=1.[Cl:16]N1C(=O)CCC1=O. (2) Given the product [CH2:27]([CH:31]1[CH2:36][CH2:35][N:34]([CH2:17][CH2:18][CH2:19][N:9]2[C:10]3[C:5](=[CH:4][C:3]([O:2][CH3:1])=[CH:12][CH:11]=3)[CH:6]=[CH:7][C:8]2=[O:13])[CH2:33][CH2:32]1)[CH2:28][CH2:29][CH3:30], predict the reactants needed to synthesize it. The reactants are: [CH3:1][O:2][C:3]1[CH:4]=[C:5]2[C:10](=[CH:11][CH:12]=1)[NH:9][C:8](=[O:13])[CH:7]=[CH:6]2.[H-].[Na+].Br[CH2:17][CH2:18][CH2:19]Cl.C([O-])([O-])=O.[K+].[K+].[CH2:27]([CH:31]1[CH2:36][CH2:35][NH:34][CH2:33][CH2:32]1)[CH2:28][CH2:29][CH3:30]. (3) Given the product [C:15]1([S:21][CH2:22][CH2:23][S:24][C:25]2[C:30]([NH:31][C:12](=[O:13])[CH2:11][C:7]3[S:6][CH:10]=[CH:9][CH:8]=3)=[CH:29][CH:28]=[CH:27][N:26]=2)[CH:16]=[CH:17][CH:18]=[CH:19][CH:20]=1, predict the reactants needed to synthesize it. The reactants are: C([O-])(O)=O.[Na+].[S:6]1[CH:10]=[CH:9][CH:8]=[C:7]1[CH2:11][C:12](Cl)=[O:13].[C:15]1([S:21][CH2:22][CH2:23][S:24][C:25]2[C:30]([NH2:31])=[CH:29][CH:28]=[CH:27][N:26]=2)[CH:20]=[CH:19][CH:18]=[CH:17][CH:16]=1.CCCCCC. (4) Given the product [Cl:14][CH2:15][CH2:16][CH2:17][CH:7]([C:1]1[CH:6]=[CH:5][CH:4]=[CH:3][CH:2]=1)[C:8]([O:10][CH3:11])=[O:9], predict the reactants needed to synthesize it. The reactants are: [C:1]1([CH2:7][C:8]([O:10][CH3:11])=[O:9])[CH:6]=[CH:5][CH:4]=[CH:3][CH:2]=1.[H-].[Na+].[Cl:14][CH2:15][CH2:16][CH2:17]I.O. (5) Given the product [C:1]([O-:6])(=[O:5])[CH:2]([CH3:4])[CH3:3].[CH3:8][N+:9]([CH3:12])([CH3:11])[CH3:10], predict the reactants needed to synthesize it. The reactants are: [C:1]([OH:6])(=[O:5])[CH:2]([CH3:4])[CH3:3].[OH-].[CH3:8][N+:9]([CH3:12])([CH3:11])[CH3:10].